Dataset: Full USPTO retrosynthesis dataset with 1.9M reactions from patents (1976-2016). Task: Predict the reactants needed to synthesize the given product. (1) Given the product [C:23]([O:22][C:20]([NH:19][CH2:18][CH2:17][NH:16][C:15]([C:11]1[CH:12]=[C:13]2[C:8](=[CH:9][CH:10]=1)[NH:7][C:6]([C:4]([OH:5])=[O:3])=[CH:14]2)=[O:27])=[O:21])([CH3:26])([CH3:24])[CH3:25], predict the reactants needed to synthesize it. The reactants are: C([O:3][C:4]([C:6]1[NH:7][C:8]2[C:13]([CH:14]=1)=[CH:12][C:11]([C:15](=[O:27])[NH:16][CH2:17][CH2:18][NH:19][C:20]([O:22][C:23]([CH3:26])([CH3:25])[CH3:24])=[O:21])=[CH:10][CH:9]=2)=[O:5])C.[OH-].[Na+]. (2) Given the product [CH3:9][O:8][C:6]1[CH:7]=[C:2]([O:1][S:30]([C:33]([F:36])([F:35])[F:34])(=[O:32])=[O:31])[CH:3]=[C:4]([NH:10][C:11](=[O:20])[C:12]2[CH:17]=[CH:16][C:15]([O:18][CH3:19])=[CH:14][CH:13]=2)[CH:5]=1, predict the reactants needed to synthesize it. The reactants are: [OH:1][C:2]1[CH:3]=[C:4]([NH:10][C:11](=[O:20])[C:12]2[CH:17]=[CH:16][C:15]([O:18][CH3:19])=[CH:14][CH:13]=2)[CH:5]=[C:6]([O:8][CH3:9])[CH:7]=1.C(N(C(C)C)CC)(C)C.[S:30](O[S:30]([C:33]([F:36])([F:35])[F:34])(=[O:32])=[O:31])([C:33]([F:36])([F:35])[F:34])(=[O:32])=[O:31].C([O-])(O)=O.[Na+]. (3) Given the product [F:1][C:2]1[CH:3]=[CH:4][C:5]([O:6][CH:7]2[CH2:8][CH2:9][N:10]([C:13]([NH:15][CH:16]([CH:21]([C:23]3[C:31]4[C:26](=[CH:27][CH:28]=[CH:29][CH:30]=4)[NH:25][CH:24]=3)[CH3:22])[C:17]([OH:19])=[O:18])=[O:14])[CH2:11][CH2:12]2)=[CH:32][CH:33]=1, predict the reactants needed to synthesize it. The reactants are: [F:1][C:2]1[CH:33]=[CH:32][C:5]([O:6][CH:7]2[CH2:12][CH2:11][N:10]([C:13]([NH:15][CH:16]([CH:21]([C:23]3[C:31]4[C:26](=[CH:27][CH:28]=[CH:29][CH:30]=4)[NH:25][CH:24]=3)[CH3:22])[C:17]([O:19]C)=[O:18])=[O:14])[CH2:9][CH2:8]2)=[CH:4][CH:3]=1.[OH-].[Na+].Cl.